Dataset: Full USPTO retrosynthesis dataset with 1.9M reactions from patents (1976-2016). Task: Predict the reactants needed to synthesize the given product. (1) The reactants are: [Cl:1][C:2]1[CH:3]=[C:4]([CH:8]=[C:9]([O:11][CH3:12])[CH:10]=1)[C:5]([OH:7])=O.O=[O+][O-].O=O.S(Cl)(Cl)=O.Cl.[CH3:23]NOC.C[Mg]Br. Given the product [Cl:1][C:2]1[CH:3]=[C:4]([C:5](=[O:7])[CH3:23])[CH:8]=[C:9]([O:11][CH3:12])[CH:10]=1, predict the reactants needed to synthesize it. (2) Given the product [CH2:37]([C:39]1[N:40]=[C:41]([CH2:49][OH:50])[CH:42]=[CH:43][C:44]=1[C:45]1[N:47]=[C:5]([C:4]2[CH:8]=[CH:9][C:10]([CH2:11][CH:12]([CH3:14])[CH3:13])=[C:2]([F:1])[CH:3]=2)[O:7][N:46]=1)[CH3:38], predict the reactants needed to synthesize it. The reactants are: [F:1][C:2]1[CH:3]=[C:4]([CH:8]=[CH:9][C:10]=1[CH2:11][CH:12]([CH3:14])[CH3:13])[C:5]([OH:7])=O.ON1C2C=CC=CC=2N=N1.Cl.C(N=C=NCCCN(C)C)C.[CH2:37]([C:39]1[C:44]([C:45](=[N:47]O)[NH2:46])=[CH:43][CH:42]=[C:41]([CH2:49][O:50][Si](C(C)C)(C(C)C)C(C)C)[N:40]=1)[CH3:38].[F-].C([N+](CCCC)(CCCC)CCCC)CCC.O1CCCC1. (3) Given the product [NH2:17][C:13]1[N:12]=[C:11]([N:7]2[C:8]3[CH:9]=[CH:10][CH:2]=[C:3]([C:6]([NH:7][C:8]4[CH:9]=[CH:10][CH:2]=[CH:3][CH:4]=4)=[O:18])[C:4]=3[CH:5]=[CH:6]2)[CH:16]=[CH:15][N:14]=1, predict the reactants needed to synthesize it. The reactants are: Br[C:2]1[CH:3]=[C:4]2[C:8](=[CH:9][CH:10]=1)[N:7]([C:11]1[CH:16]=[CH:15][N:14]=[C:13]([NH2:17])[N:12]=1)[CH:6]=[CH:5]2.[OH2:18]. (4) Given the product [CH2:7]1[C@@H:15]2[C@@H:10]([CH2:11][CH:12]=[CH:13][CH2:14]2)[CH2:9][NH:8]1, predict the reactants needed to synthesize it. The reactants are: [H-].[Al+3].[Li+].[H-].[H-].[H-].[C:7]1(=O)[C@@H:15]2[C@@H:10]([CH2:11][CH:12]=[CH:13][CH2:14]2)[C:9](=O)[NH:8]1. (5) The reactants are: N1C=CC=CC=1C(O)=O.P([O-])([O-])([O-])=O.[K+].[K+].[K+].Br[C:19]1[CH:20]=[C:21]([CH:24]=[CH:25][CH:26]=1)[C:22]#[N:23].[O:27]=[S:28]1(=[O:47])[CH2:33][CH2:32][N:31]2[CH:34]3[CH2:39][CH2:38][C:37]([C:40]4[CH:45]=[CH:44][C:43]([OH:46])=[CH:42][CH:41]=4)([C:30]2=[N:29]1)[CH2:36][CH2:35]3. Given the product [O:47]=[S:28]1(=[O:27])[CH2:33][CH2:32][N:31]2[CH:34]3[CH2:39][CH2:38][C:37]([C:40]4[CH:41]=[CH:42][C:43]([O:46][C:19]5[CH:20]=[C:21]([CH:24]=[CH:25][CH:26]=5)[C:22]#[N:23])=[CH:44][CH:45]=4)([C:30]2=[N:29]1)[CH2:36][CH2:35]3, predict the reactants needed to synthesize it. (6) The reactants are: C([O-])(=O)C.[Na+].C1C=C[NH+]=CC=1.[O-][Cr](Cl)(=O)=O.[CH3:17][C:18]1([CH3:35])[CH2:23][CH2:22][C:21]([CH:24]([CH3:27])[CH2:25][OH:26])=[C:20]2[C:28]([CH3:34])([CH3:33])[CH:29]3[CH2:32][C:19]12[CH2:31][CH2:30]3. Given the product [CH3:35][C:18]1([CH3:17])[CH2:23][CH2:22][C:21]([CH:24]([CH3:27])[CH:25]=[O:26])=[C:20]2[C:28]([CH3:34])([CH3:33])[CH:29]3[CH2:32][C:19]12[CH2:31][CH2:30]3, predict the reactants needed to synthesize it. (7) Given the product [NH2:39][C:32]1[C:33]2[C:38](=[CH:37][CH:36]=[CH:35][CH:34]=2)[C:29]([O:28][C:26]2[CH:25]=[CH:24][N:23]=[C:22]([NH:21][C:18]3[CH:19]=[CH:20][C:15]([P:11]([CH2:13][CH3:14])(=[O:12])[O:10][CH2:8][CH3:9])=[C:16]([O:47][CH3:48])[CH:17]=3)[CH:27]=2)=[CH:30][CH:31]=1, predict the reactants needed to synthesize it. The reactants are: C(O)(C(F)(F)F)=O.[CH2:8]([O:10][P:11]([C:15]1[CH:20]=[CH:19][C:18]([NH:21][C:22]2[CH:27]=[C:26]([O:28][C:29]3[C:38]4[C:33](=[CH:34][CH:35]=[CH:36][CH:37]=4)[C:32]([NH:39]C(=O)OC(C)(C)C)=[CH:31][CH:30]=3)[CH:25]=[CH:24][N:23]=2)=[CH:17][C:16]=1[O:47][CH3:48])([CH2:13][CH3:14])=[O:12])[CH3:9].